Task: Predict the reactants needed to synthesize the given product.. Dataset: Full USPTO retrosynthesis dataset with 1.9M reactions from patents (1976-2016) (1) Given the product [C:11]([O:10][C:8]([N:5]1[CH2:6][CH2:7][C@H:3]([CH2:2][NH:1][C:24]([C:22]2[O:23][C:19]3[CH:18]=[CH:17][C:16]([Cl:15])=[CH:27][C:20]=3[CH:21]=2)=[O:25])[CH2:4]1)=[O:9])([CH3:14])([CH3:13])[CH3:12], predict the reactants needed to synthesize it. The reactants are: [NH2:1][CH2:2][C@H:3]1[CH2:7][CH2:6][N:5]([C:8]([O:10][C:11]([CH3:14])([CH3:13])[CH3:12])=[O:9])[CH2:4]1.[Cl:15][C:16]1[CH:17]=[CH:18][C:19]2[O:23][C:22]([C:24](O)=[O:25])=[CH:21][C:20]=2[CH:27]=1. (2) Given the product [Cl:25][C:19]1[CH:18]=[C:17]([C:14]2[CH:15]=[CH:16][N:12]([CH2:11][C@@H:10]([NH:9][C:7]([C:5]3[N:6]=[C:2]([C:37]4[N:33]([CH:28]5[CH2:29][CH2:30][CH2:31][CH2:32][O:27]5)[N:34]=[CH:35][CH:36]=4)[O:3][CH:4]=3)=[O:8])[CH3:26])[N:13]=2)[CH:22]=[CH:21][C:20]=1[C:23]#[N:24], predict the reactants needed to synthesize it. The reactants are: Br[C:2]1[O:3][CH:4]=[C:5]([C:7]([NH:9][C@@H:10]([CH3:26])[CH2:11][N:12]2[CH:16]=[CH:15][C:14]([C:17]3[CH:22]=[CH:21][C:20]([C:23]#[N:24])=[C:19]([Cl:25])[CH:18]=3)=[N:13]2)=[O:8])[N:6]=1.[O:27]1[CH2:32][CH2:31][CH2:30][CH2:29][CH:28]1[N:33]1[C:37](B2OC(C)(C)C(C)(C)O2)=[CH:36][CH:35]=[N:34]1.C1COCC1.C([O-])([O-])=O.[Na+].[Na+]. (3) Given the product [CH2:13]([N:15]([C:16]1[CH:17]=[N:18][CH:19]=[N:20][CH:21]=1)[CH2:2][CH3:7])[CH3:14], predict the reactants needed to synthesize it. The reactants are: N[C:2]1C=NC=N[CH:7]=1.C(=O)C.[H][H].[CH2:13]([NH:15][C:16]1[CH:17]=[N:18][CH:19]=[N:20][CH:21]=1)[CH3:14]. (4) Given the product [C:10]([C:9]1[CH:12]=[CH:13][C:14]([CH:15]2[N:20]([CH3:1])[C:19](=[O:21])[N:18]([C:22]3[CH:27]=[CH:26][CH:25]=[C:24]([C:28]([F:31])([F:30])[F:29])[CH:23]=3)[C:17]3[CH2:32][CH2:33][NH:34][C:35](=[O:36])[C:16]2=3)=[C:7]([B:37]([OH:41])[OH:38])[CH:8]=1)#[N:11], predict the reactants needed to synthesize it. The reactants are: [C:1]([O-])(=O)C.[K+].Br[C:7]1[CH:8]=[C:9]([CH:12]=[CH:13][C:14]=1[CH:15]1[NH:20][C:19](=[O:21])[N:18]([C:22]2[CH:27]=[CH:26][CH:25]=[C:24]([C:28]([F:31])([F:30])[F:29])[CH:23]=2)[C:17]2[CH2:32][CH2:33][NH:34][C:35](=[O:36])[C:16]1=2)[C:10]#[N:11].[B:37]1(B2OC(C)(C)C(C)(C)O2)[O:41]C(C)(C)C(C)(C)[O:38]1.